Dataset: Full USPTO retrosynthesis dataset with 1.9M reactions from patents (1976-2016). Task: Predict the reactants needed to synthesize the given product. (1) Given the product [CH2:19]([O:21][C:22](=[O:32])[CH2:23][N:24]([CH2:25][C:26]1[CH:31]=[CH:30][CH:29]=[CH:28][CH:27]=1)[CH2:13][C:10]1[O:11][CH:12]=[C:8]([C:5]2[CH:4]=[CH:3][C:2]([Br:1])=[CH:7][CH:6]=2)[N:9]=1)[CH3:20], predict the reactants needed to synthesize it. The reactants are: [Br:1][C:2]1[CH:7]=[CH:6][C:5]([C:8]2[N:9]=[C:10]([CH2:13]O)[O:11][CH:12]=2)=[CH:4][CH:3]=1.S(Cl)(Cl)=O.[CH2:19]([O:21][C:22](=[O:32])[CH2:23][NH:24][CH2:25][C:26]1[CH:31]=[CH:30][CH:29]=[CH:28][CH:27]=1)[CH3:20].C(=O)([O-])[O-].[K+].[K+].[I-].[K+]. (2) Given the product [ClH:35].[O:1]1[C:6]2[CH:7]=[CH:8][C:9]([CH2:11][NH:12][CH:13]3[CH2:18][CH2:17][N:16]([CH2:19][CH2:20][N:21]4[C:30]5[C:25](=[CH:26][C:27]([O:31][CH3:32])=[CH:28][CH:29]=5)[C:24]([CH3:33])=[CH:23][C:22]4=[O:34])[CH2:15][CH2:14]3)=[CH:10][C:5]=2[O:4][CH2:3][CH2:2]1, predict the reactants needed to synthesize it. The reactants are: [O:1]1[C:6]2[CH:7]=[CH:8][C:9]([CH2:11][NH:12][CH:13]3[CH2:18][CH2:17][N:16]([CH2:19][CH2:20][N:21]4[C:30]5[C:25](=[CH:26][C:27]([O:31][CH3:32])=[CH:28][CH:29]=5)[C:24]([CH3:33])=[CH:23][C:22]4=[O:34])[CH2:15][CH2:14]3)=[CH:10][C:5]=2[O:4][CH2:3][CH2:2]1.[ClH:35].C(OCC)(=O)C. (3) Given the product [O:1]1[CH:5]=[CH:4][CH:3]=[C:2]1[S:17]([Cl:20])(=[O:19])=[O:18], predict the reactants needed to synthesize it. The reactants are: [O:1]1[CH:5]=[CH:4][CH:3]=[CH:2]1.C([Li])(C)(C)C.CCCCCC.[S:17](=[O:19])=[O:18].[Cl:20]N1C(=O)CCC1=O. (4) Given the product [CH:8]([C:11]1[CH:16]=[CH:15][C:14]([CH:17]2[C:21]3([CH2:22][CH2:23][N:24]([CH3:27])[CH2:25][CH2:26]3)[O:20][C:19]3[C:28]([CH3:34])=[C:29]([CH3:33])[C:30]([NH2:6])=[C:31]([CH3:32])[C:18]2=3)=[CH:13][CH:12]=1)([CH3:10])[CH3:9], predict the reactants needed to synthesize it. The reactants are: [B-](F)(F)(F)F.[N:6]#[O+].[CH:8]([C:11]1[CH:16]=[CH:15][C:14]([CH:17]2[C:21]3([CH2:26][CH2:25][N:24]([CH3:27])[CH2:23][CH2:22]3)[O:20][C:19]3[C:28]([CH3:34])=[C:29]([CH3:33])[CH:30]=[C:31]([CH3:32])[C:18]2=3)=[CH:13][CH:12]=1)([CH3:10])[CH3:9].[OH-].[Na+]. (5) Given the product [N:33]1[CH:32]=[CH:31][C:30]([N:15]2[C:16]3[C:12](=[CH:11][C:10]4[CH2:18][C:2]5([O:1][CH2:5][CH2:4][O:3]5)[CH2:6][CH2:7][CH2:8][C:9]=4[CH:17]=3)[CH:13]=[N:14]2)=[CH:29][CH:28]=1, predict the reactants needed to synthesize it. The reactants are: [O:1]1[CH2:5][CH2:4][O:3][C:2]21[CH2:18][C:10]1[CH:11]=[C:12]3[C:16](=[CH:17][C:9]=1[CH2:8][CH2:7][CH2:6]2)[NH:15][N:14]=[CH:13]3.P([O-])([O-])([O-])=O.[K+].[K+].[K+].[C@@H]1(N)[CH2:32][CH2:31][CH2:30][CH2:29][C@H:28]1[NH2:33].IC1C=CN=CC=1. (6) Given the product [Cl:1][CH2:2][CH2:3][N:4]([CH2:8][CH2:9][O:10][C:11]1[C:24]2[C:23](=[O:25])[C:22]3[C:17](=[CH:18][CH:19]=[CH:20][CH:21]=3)[S:16][C:15]=2[C:14]([O:26][Si:27]([C:30]([CH3:33])([CH3:32])[CH3:31])([CH3:29])[CH3:28])=[CH:13][CH:12]=1)[CH2:5][CH2:6][Cl:7], predict the reactants needed to synthesize it. The reactants are: [Cl:1][CH2:2][CH2:3][N:4]([CH2:8][CH2:9][O:10][C:11]1[C:24]2[C:23](=[O:25])[C:22]3[C:17](=[CH:18][CH:19]=[CH:20][CH:21]=3)[S:16][C:15]=2[C:14]([OH:26])=[CH:13][CH:12]=1)[CH2:5][CH2:6][Cl:7].[Si:27](Cl)([C:30]([CH3:33])([CH3:32])[CH3:31])([CH3:29])[CH3:28].N1C=CN=C1.CN(C1C=CC=CN=1)C. (7) Given the product [CH2:1]([O:3][C:4]([C:6]1[C:11](=[O:12])[NH:10][C:9]2[CH:22]=[CH:23][S:24][C:8]=2[C:7]=1[Cl:25])=[O:5])[CH3:2], predict the reactants needed to synthesize it. The reactants are: [CH2:1]([O:3][C:4]([C:6]1[C:11](=[O:12])[N:10](CC2C=CC(OC)=CC=2)[C:9]2[CH:22]=[CH:23][S:24][C:8]=2[C:7]=1[Cl:25])=[O:5])[CH3:2]. (8) The reactants are: [CH:1]1([N:6]2[C:11]3[N:12]=[C:13](S(C)=O)[N:14]=[CH:15][C:10]=3[CH:9]=[C:8]([CH:19]([C:21]3[CH:26]=[CH:25][CH:24]=[CH:23][CH:22]=3)[CH3:20])[C:7]2=[O:27])[CH2:5][CH2:4][CH2:3][CH2:2]1.[C:28]([O:32][C:33]([N:35]1[CH2:40][CH2:39][N:38]([C:41]2[CH:46]=[CH:45][C:44]([NH2:47])=[CH:43][CH:42]=2)[CH2:37][CH2:36]1)=[O:34])([CH3:31])([CH3:30])[CH3:29]. Given the product [C:28]([O:32][C:33]([N:35]1[CH2:40][CH2:39][N:38]([C:41]2[CH:42]=[CH:43][C:44]([NH:47][C:13]3[N:14]=[CH:15][C:10]4[CH:9]=[C:8]([CH:19]([C:21]5[CH:26]=[CH:25][CH:24]=[CH:23][CH:22]=5)[CH3:20])[C:7](=[O:27])[N:6]([CH:1]5[CH2:5][CH2:4][CH2:3][CH2:2]5)[C:11]=4[N:12]=3)=[CH:45][CH:46]=2)[CH2:37][CH2:36]1)=[O:34])([CH3:31])([CH3:29])[CH3:30], predict the reactants needed to synthesize it. (9) Given the product [NH2:1][N:4]1[C:8]2[C:9]([O:19][CH2:20][CH:21]3[CH2:25][CH2:24][O:23][CH2:22]3)=[C:10]([C:13]3[CH:18]=[CH:17][CH:16]=[CH:15][CH:14]=3)[CH:11]=[CH:12][C:7]=2[O:6][CH2:5]1, predict the reactants needed to synthesize it. The reactants are: [N+:1]([N:4]1[C:8]2[C:9]([O:19][CH2:20][CH:21]3[CH2:25][CH2:24][O:23][CH2:22]3)=[C:10]([C:13]3[CH:18]=[CH:17][CH:16]=[CH:15][CH:14]=3)[CH:11]=[CH:12][C:7]=2[O:6][CH2:5]1)([O-])=O.